From a dataset of Reaction yield outcomes from USPTO patents with 853,638 reactions. Predict the reaction yield, written as a fraction of the theoretical maximum amount of product (1.0 means a 100% yield; for example, 0.34 means a 34% yield). (1) The reactants are [NH2:1][C:2]([C:5]1[CH:6]=[C:7]([C:20]2[N:25]=[C:24]([CH3:26])[N:23]=[C:22]([N:27](CC3C=CC([O:44][CH3:45])=CC=3)CC3C=CC(OC)=CC=3)[N:21]=2)[C:8]([NH:11][C:12]2[CH:13]=[N:14][C:15]([O:18][CH3:19])=[CH:16][CH:17]=2)=[N:9][CH:10]=1)([CH3:4])[CH3:3].OS([C:50]([F:53])([F:52])[F:51])(=O)=O.[OH-:54].[Na+]. The catalyst is C(O)(C(F)(F)F)=O. The product is [F:51][C:50]([F:53])([F:52])[C:45]([OH:44])=[O:54].[NH2:1][C:2]([C:5]1[CH:6]=[C:7]([C:20]2[N:25]=[C:24]([CH3:26])[N:23]=[C:22]([NH2:27])[N:21]=2)[C:8]([NH:11][C:12]2[CH:13]=[N:14][C:15]([O:18][CH3:19])=[CH:16][CH:17]=2)=[N:9][CH:10]=1)([CH3:3])[CH3:4]. The yield is 0.455. (2) The reactants are [OH-:1].[K+].[CH3:3]N(N=O)C(N[N+]([O-])=O)=N.Cl[C:14]([C@@H:16]1[CH2:21][CH2:20][CH2:19][N:18]([C:22]([O:24][CH2:25][CH:26]2[C:38]3[CH:37]=[CH:36][CH:35]=[CH:34][C:33]=3[C:32]3[C:27]2=[CH:28][CH:29]=[CH:30][CH:31]=3)=[O:23])[CH2:17]1)=O.C1C2C(COC(N3CCC[C@@H](C(O)=O)C3)=O)C3C(=CC=CC=3)C=2C=CC=1.[BrH:65]. The catalyst is C1COCC1.CCOCC. The product is [Br:65][CH2:3][C:14]([C@@H:16]1[CH2:21][CH2:20][CH2:19][N:18]([C:22]([O:24][CH2:25][CH:26]2[C:38]3[CH:37]=[CH:36][CH:35]=[CH:34][C:33]=3[C:32]3[C:27]2=[CH:28][CH:29]=[CH:30][CH:31]=3)=[O:23])[CH2:17]1)=[O:1]. The yield is 0.950. (3) The reactants are [NH:1]1[C:9]2[C:4](=[CH:5][CH:6]=[C:7]([C:10]([OH:12])=O)[CH:8]=2)[CH:3]=[CH:2]1.[NH:13]1[CH2:18][CH2:17][CH2:16][C@@H:15]2[C:19]3[CH:20]=[CH:21][CH:22]=[CH:23][C:24]=3[CH2:25][C@H:14]12.F[P-](F)(F)(F)(F)F.N1(OC(N(C)C)=[N+](C)C)C2N=CC=CC=2N=N1. No catalyst specified. The product is [N:13]1([C:10]([C:7]2[CH:8]=[C:9]3[C:4]([CH:3]=[CH:2][NH:1]3)=[CH:5][CH:6]=2)=[O:12])[CH2:18][CH2:17][CH2:16][C@@H:15]2[C:19]3[CH:20]=[CH:21][CH:22]=[CH:23][C:24]=3[CH2:25][C@H:14]12. The yield is 0.410. (4) The reactants are [F:1][C:2]1[CH:7]=[CH:6][C:5]([C:8]2[S:9][C:10]3[N:11]=[C:12]([NH2:21])[N:13]=[C:14](S(C)(=O)=O)[C:15]=3[N:16]=2)=[CH:4][CH:3]=1.C(N(CC)CC)C.[NH:29]1[CH2:34][CH2:33][NH:32][CH2:31][CH2:30]1. The catalyst is O1CCOCC1. The product is [F:1][C:2]1[CH:7]=[CH:6][C:5]([C:8]2[S:9][C:10]3[N:11]=[C:12]([NH2:21])[N:13]=[C:14]([N:29]4[CH2:34][CH2:33][NH:32][CH2:31][CH2:30]4)[C:15]=3[N:16]=2)=[CH:4][CH:3]=1. The yield is 0.670. (5) The reactants are C([O:3][C:4](=[O:20])[CH2:5][N:6]([C:8](=[O:19])[CH2:9][N:10]([C:12]([O:14][C:15]([CH3:18])([CH3:17])[CH3:16])=[O:13])[CH3:11])[CH3:7])C.[Li+].[OH-]. The catalyst is O.C1COCC1. The product is [C:15]([O:14][C:12]([N:10]([CH3:11])[CH2:9][C:8]([N:6]([CH2:5][C:4]([OH:20])=[O:3])[CH3:7])=[O:19])=[O:13])([CH3:18])([CH3:17])[CH3:16]. The yield is 0.900. (6) The reactants are Cl.Cl.Cl.[O:4]1[C:8]2[CH:9]=[CH:10][CH:11]=[C:12]([N:13]3[CH2:18][CH2:17][N:16]([CH2:19][CH2:20][C@H:21]4[CH2:26][CH2:25][C@H:24]([NH2:27])[CH2:23][CH2:22]4)[CH2:15][CH2:14]3)[C:7]=2[O:6][CH2:5]1.C(N(CC)C(C)C)(C)C.ClC(Cl)(O[C:41](=[O:47])OC(Cl)(Cl)Cl)Cl.[NH:49]1[C:57]2[C:52](=[CH:53][CH:54]=[CH:55][CH:56]=2)[CH2:51][CH2:50]1. The catalyst is C(Cl)Cl. The product is [O:4]1[C:8]2[CH:9]=[CH:10][CH:11]=[C:12]([N:13]3[CH2:18][CH2:17][N:16]([CH2:19][CH2:20][C@H:21]4[CH2:26][CH2:25][C@H:24]([NH:27][C:41]([N:49]5[C:57]6[C:52](=[CH:53][CH:54]=[CH:55][CH:56]=6)[CH2:51][CH2:50]5)=[O:47])[CH2:23][CH2:22]4)[CH2:15][CH2:14]3)[C:7]=2[O:6][CH2:5]1. The yield is 0.681.